From a dataset of Full USPTO retrosynthesis dataset with 1.9M reactions from patents (1976-2016). Predict the reactants needed to synthesize the given product. (1) Given the product [Cl:17][C:11]1[CH:12]=[C:13]([Cl:16])[CH:14]=[CH:15][C:10]=1[C:8]1[C:7]([C:18]2[CH:19]=[CH:20][C:21]([CH3:24])=[CH:22][CH:23]=2)=[CH:6][C:3]([C:4]#[N:5])=[C:2]([N:25]2[CH2:30][CH2:29][CH2:28][CH2:27][CH2:26]2)[N:9]=1, predict the reactants needed to synthesize it. The reactants are: Cl[C:2]1[N:9]=[C:8]([C:10]2[CH:15]=[CH:14][C:13]([Cl:16])=[CH:12][C:11]=2[Cl:17])[C:7]([C:18]2[CH:23]=[CH:22][C:21]([CH3:24])=[CH:20][CH:19]=2)=[CH:6][C:3]=1[C:4]#[N:5].[NH:25]1[CH2:30][CH2:29][CH2:28][CH2:27][CH2:26]1. (2) Given the product [Br:4][C:5]1[C:14]([O:2][CH3:1])=[CH:13][C:8]([C:9]([O:11][CH3:12])=[O:10])=[C:7]([N+:16]([O-:18])=[O:17])[CH:6]=1, predict the reactants needed to synthesize it. The reactants are: [CH3:1][O-:2].[Na+].[Br:4][C:5]1[C:14](F)=[CH:13][C:8]([C:9]([O:11][CH3:12])=[O:10])=[C:7]([N+:16]([O-:18])=[O:17])[CH:6]=1. (3) Given the product [Cl:1][C:2]1[CH:3]=[C:4]([C:9]2[CH2:13][C:12](=[O:14])[N:11]([CH:15]([C:17]3[CH:18]=[CH:19][C:20]([C:21]([NH:51][CH2:50][CH2:49][C:48]([O:47][C:43]([CH3:46])([CH3:45])[CH3:44])=[O:52])=[O:22])=[CH:26][CH:27]=3)[CH3:16])[N:10]=2)[CH:5]=[C:6]([Cl:8])[CH:7]=1, predict the reactants needed to synthesize it. The reactants are: [Cl:1][C:2]1[CH:3]=[C:4]([C:9]2[CH2:13][C:12](=[O:14])[N:11]([CH:15]([C:17]3[CH:27]=[CH:26][C:20]([C:21](OCC)=[O:22])=[CH:19][CH:18]=3)[CH3:16])[N:10]=2)[CH:5]=[C:6]([Cl:8])[CH:7]=1.[OH-].[Na+].Cl.[Na+].[Cl-].CCN(C(C)C)C(C)C.Cl.[C:43]([O:47][C:48](=[O:52])[CH2:49][CH2:50][NH2:51])([CH3:46])([CH3:45])[CH3:44].C1CN([P+](ON2N=NC3C=CC=CC2=3)(N2CCCC2)N2CCCC2)CC1.F[P-](F)(F)(F)(F)F. (4) Given the product [OH:12][CH:7]1[C:6]2[CH:5]=[N:4][CH:3]=[C:2]([C:18]3[CH:19]=[CH:20][C:15]([C:13]#[N:14])=[CH:16][CH:17]=3)[C:11]=2[CH2:10][CH2:9][CH2:8]1, predict the reactants needed to synthesize it. The reactants are: Br[C:2]1[C:11]2[CH2:10][CH2:9][CH2:8][CH:7]([OH:12])[C:6]=2[CH:5]=[N:4][CH:3]=1.[C:13]([C:15]1[CH:20]=[CH:19][C:18](B(O)O)=[CH:17][CH:16]=1)#[N:14]. (5) Given the product [Br:1][C:2]1[C:7]([Cl:8])=[CH:6][C:5]([N:9]2[C:18]3[C:13](=[CH:14][C:15]([S:19]([NH:43][C:40]4[CH:41]=[CH:42][N:37]=[CH:38][N:39]=4)(=[O:21])=[O:20])=[CH:16][CH:17]=3)[CH:12]=[CH:11][C:10]2=[O:34])=[C:4]([O:35][CH3:36])[CH:3]=1, predict the reactants needed to synthesize it. The reactants are: [Br:1][C:2]1[C:7]([Cl:8])=[CH:6][C:5]([N:9]2[C:18]3[C:13](=[CH:14][C:15]([S:19](OC4C(F)=C(F)C(F)=C(F)C=4F)(=[O:21])=[O:20])=[CH:16][CH:17]=3)[CH:12]=[CH:11][C:10]2=[O:34])=[C:4]([O:35][CH3:36])[CH:3]=1.[N:37]1[CH:42]=[CH:41][C:40]([NH2:43])=[N:39][CH:38]=1.C[Si]([N-][Si](C)(C)C)(C)C.[Li+].